Dataset: Catalyst prediction with 721,799 reactions and 888 catalyst types from USPTO. Task: Predict which catalyst facilitates the given reaction. (1) Reactant: [F:1][C:2]1[C:30]([N:31]2[CH2:36][CH2:35][NH:34][CH2:33][CH2:32]2)=[CH:29][C:5]2[N:6]([CH2:17][C:18]3[CH:23]=[CH:22][C:21]([O:24][C:25]([F:28])([F:27])[F:26])=[CH:20][CH:19]=3)[C:7]([CH2:9][O:10][C:11]3[CH:16]=[CH:15][CH:14]=[CH:13][CH:12]=3)=[N:8][C:4]=2[CH:3]=1.[C:37](Cl)(=[O:39])[CH3:38]. Product: [F:1][C:2]1[C:30]([N:31]2[CH2:36][CH2:35][N:34]([C:37](=[O:39])[CH3:38])[CH2:33][CH2:32]2)=[CH:29][C:5]2[N:6]([CH2:17][C:18]3[CH:19]=[CH:20][C:21]([O:24][C:25]([F:26])([F:27])[F:28])=[CH:22][CH:23]=3)[C:7]([CH2:9][O:10][C:11]3[CH:12]=[CH:13][CH:14]=[CH:15][CH:16]=3)=[N:8][C:4]=2[CH:3]=1. The catalyst class is: 4. (2) Reactant: [CH2:1]([N:8]1[CH2:13][CH2:12][O:11][CH:10]([C:14]2[CH:19]=[CH:18][C:17]([CH:20]([C:22]3[C:27]([CH3:28])=[CH:26][CH:25]=[CH:24][C:23]=3[CH3:29])[OH:21])=[CH:16][CH:15]=2)[CH2:9]1)[C:2]1[CH:7]=[CH:6][CH:5]=[CH:4][CH:3]=1.CCN(CC)CC.[NH4+].[OH-]. Product: [CH2:1]([N:8]1[CH2:13][CH2:12][O:11][CH:10]([C:14]2[CH:19]=[CH:18][C:17]([C:20]([C:22]3[C:27]([CH3:28])=[CH:26][CH:25]=[CH:24][C:23]=3[CH3:29])=[O:21])=[CH:16][CH:15]=2)[CH2:9]1)[C:2]1[CH:7]=[CH:6][CH:5]=[CH:4][CH:3]=1. The catalyst class is: 2. (3) Reactant: FC(F)(F)C(O)=O.C(OC([NH:15][CH2:16][C:17]1[O:21][N:20]=[C:19]([C:22]2[CH:27]=[CH:26][CH:25]=[CH:24][CH:23]=2)[CH:18]=1)=O)(C)(C)C. Product: [NH2:15][CH2:16][C:17]1[O:21][N:20]=[C:19]([C:22]2[CH:23]=[CH:24][CH:25]=[CH:26][CH:27]=2)[CH:18]=1. The catalyst class is: 2. (4) Reactant: [CH2:1]([O:3][C:4]([C:6]1[N:11]=[CH:10][C:9]2[CH:12]=[C:13]([CH:15]=[CH:16][C:17]3[CH:22]=[CH:21][CH:20]=[CH:19][CH:18]=3)[S:14][C:8]=2[C:7]=1[OH:23])=[O:5])[CH3:2].C(O)C. Product: [CH2:1]([O:3][C:4]([C:6]1[N:11]=[CH:10][C:9]2[CH:12]=[C:13]([CH2:15][CH2:16][C:17]3[CH:18]=[CH:19][CH:20]=[CH:21][CH:22]=3)[S:14][C:8]=2[C:7]=1[OH:23])=[O:5])[CH3:2]. The catalyst class is: 153. (5) Product: [CH3:4][N:5]([CH3:21])[C:6]1([C:13]2[CH:18]=[CH:17][C:16]([O:19][CH3:20])=[CH:15][CH:14]=2)[CH2:11][CH2:10][C:9]([NH:23][CH3:22])([C:1]#[N:2])[CH2:8][CH2:7]1. The catalyst class is: 24. Reactant: [CH3:1][NH2:2].Cl.[CH3:4][N:5]([CH3:21])[C:6]1([C:13]2[CH:18]=[CH:17][C:16]([O:19][CH3:20])=[CH:15][CH:14]=2)[CH2:11][CH2:10][C:9](=O)[CH2:8][CH2:7]1.[C-:22]#[N:23].[K+]. (6) Reactant: [CH3:1][C:2]1([CH3:17])[CH2:11][CH2:10][CH2:9][C:8]2[CH:7]=[C:6]([O:12]CC(O)=O)[CH:5]=[CH:4][C:3]1=2.[Cl-].ClC1N(C)CC[NH+]1C.C(N(CC)CC)C.Cl.NCC1C=CC(NS(C)(=O)=O)=C(F)C=1. Product: [CH3:1][C:2]1([CH3:17])[CH2:11][CH2:10][CH2:9][C:8]2[CH:7]=[C:6]([OH:12])[CH:5]=[CH:4][C:3]1=2. The catalyst class is: 7. (7) Reactant: [C:1]([O:5][C:6]([N:8]1[CH2:13][CH2:12][C:11](=[C:14]([C:20]2[CH:25]=[CH:24][CH:23]=[CH:22][CH:21]=2)[C:15]#[C:16][CH:17]([OH:19])[CH3:18])[CH2:10][CH2:9]1)=[O:7])([CH3:4])([CH3:3])[CH3:2]. Product: [C:1]([O:5][C:6]([N:8]1[CH2:9][CH2:10][C:11](=[C:14]([C:20]2[CH:21]=[CH:22][CH:23]=[CH:24][CH:25]=2)[C:15]#[C:16][C:17](=[O:19])[CH3:18])[CH2:12][CH2:13]1)=[O:7])([CH3:2])([CH3:3])[CH3:4]. The catalyst class is: 177. (8) Reactant: [Br:1][C:2]1[C:3]([F:16])=[C:4](NC(=O)OC(C)(C)C)[CH:5]=[CH:6][CH:7]=1.[CH:17](=O)/[CH:18]=[CH:19]/[CH3:20].[OH-].[NH4+:23]. Product: [Br:1][C:2]1[C:3]([F:16])=[C:4]2[C:5]([CH:17]=[CH:18][C:19]([CH3:20])=[N:23]2)=[CH:6][CH:7]=1. The catalyst class is: 89. (9) Reactant: [Cl:1][C:2]1[CH:7]=[C:6]([C:8]2[CH2:12][C:11]([C:17]3[CH:22]=[C:21]([Cl:23])[C:20]([Cl:24])=[C:19]([Cl:25])[CH:18]=3)([C:13]([F:16])([F:15])[F:14])[O:10][N:9]=2)[CH:5]=[CH:4][C:3]=1[N:26]1[CH2:29][CH:28]([C:30]([OH:32])=O)[CH2:27]1.CCN=C=NCCCN(C)C.Cl.Cl.CCN(C(C)C)C(C)C.Cl.[F:56][C:57]([F:61])([F:60])[CH2:58][NH2:59]. Product: [F:56][C:57]([F:61])([F:60])[CH2:58][NH:59][C:30]([CH:28]1[CH2:29][N:26]([C:3]2[CH:4]=[CH:5][C:6]([C:8]3[CH2:12][C:11]([C:17]4[CH:22]=[C:21]([Cl:23])[C:20]([Cl:24])=[C:19]([Cl:25])[CH:18]=4)([C:13]([F:15])([F:16])[F:14])[O:10][N:9]=3)=[CH:7][C:2]=2[Cl:1])[CH2:27]1)=[O:32]. The catalyst class is: 3. (10) Reactant: [Br:1][C:2]1[CH:3]=[C:4]2[C:9](=[CH:10][CH:11]=1)[N:8]=[C:7](Cl)[CH:6]=[N:5]2.[Cl:13][C:14]1[CH:15]=[C:16]([CH:19]=[CH:20][CH:21]=1)[CH2:17][NH2:18].O. Product: [Br:1][C:2]1[CH:3]=[C:4]2[C:9](=[CH:10][CH:11]=1)[N:8]=[C:7]([NH:18][CH2:17][C:16]1[CH:19]=[CH:20][CH:21]=[C:14]([Cl:13])[CH:15]=1)[CH:6]=[N:5]2. The catalyst class is: 16.